From a dataset of Catalyst prediction with 721,799 reactions and 888 catalyst types from USPTO. Predict which catalyst facilitates the given reaction. (1) Reactant: [F:1][C:2]([F:16])([F:15])[C:3]1[CH:4]=[C:5]([CH:8]=[C:9]([C:11]([F:14])([F:13])[F:12])[CH:10]=1)[CH:6]=O.[CH3:17][C:18]1[O:22][N:21]=[C:20]([NH2:23])[CH:19]=1.[BH4-].[Na+]. Product: [F:1][C:2]([F:16])([F:15])[C:3]1[CH:4]=[C:5]([CH:8]=[C:9]([C:11]([F:14])([F:13])[F:12])[CH:10]=1)[CH2:6][NH:23][C:20]1[CH:19]=[C:18]([CH3:17])[O:22][N:21]=1. The catalyst class is: 11. (2) Reactant: [Cl:1][C:2]1[C:8]([O:9][CH3:10])=[CH:7][C:5]([NH2:6])=[C:4]([CH:11]2[CH2:13][CH2:12]2)[CH:3]=1.C(N(CC)CC)C.[CH3:21][S:22](Cl)(=[O:24])=[O:23]. Product: [Cl:1][C:2]1[C:8]([O:9][CH3:10])=[CH:7][C:5]([N:6]([S:22]([CH3:21])(=[O:24])=[O:23])[S:22]([CH3:21])(=[O:24])=[O:23])=[C:4]([CH:11]2[CH2:12][CH2:13]2)[CH:3]=1. The catalyst class is: 7.